From a dataset of NCI-60 drug combinations with 297,098 pairs across 59 cell lines. Regression. Given two drug SMILES strings and cell line genomic features, predict the synergy score measuring deviation from expected non-interaction effect. (1) Drug 1: CC1=C2C(C(=O)C3(C(CC4C(C3C(C(C2(C)C)(CC1OC(=O)C(C(C5=CC=CC=C5)NC(=O)OC(C)(C)C)O)O)OC(=O)C6=CC=CC=C6)(CO4)OC(=O)C)O)C)O. Drug 2: CC=C1C(=O)NC(C(=O)OC2CC(=O)NC(C(=O)NC(CSSCCC=C2)C(=O)N1)C(C)C)C(C)C. Cell line: OVCAR-8. Synergy scores: CSS=31.0, Synergy_ZIP=-0.949, Synergy_Bliss=-0.597, Synergy_Loewe=-27.9, Synergy_HSA=0.729. (2) Drug 2: CC(CN1CC(=O)NC(=O)C1)N2CC(=O)NC(=O)C2. Drug 1: CCCS(=O)(=O)NC1=C(C(=C(C=C1)F)C(=O)C2=CNC3=C2C=C(C=N3)C4=CC=C(C=C4)Cl)F. Cell line: A549. Synergy scores: CSS=29.9, Synergy_ZIP=-0.867, Synergy_Bliss=-2.32, Synergy_Loewe=-4.85, Synergy_HSA=-2.81. (3) Drug 1: COC1=NC(=NC2=C1N=CN2C3C(C(C(O3)CO)O)O)N. Drug 2: CC1CCC2CC(C(=CC=CC=CC(CC(C(=O)C(C(C(=CC(C(=O)CC(OC(=O)C3CCCCN3C(=O)C(=O)C1(O2)O)C(C)CC4CCC(C(C4)OC)OCCO)C)C)O)OC)C)C)C)OC. Cell line: SK-OV-3. Synergy scores: CSS=-4.09, Synergy_ZIP=1.26, Synergy_Bliss=-2.56, Synergy_Loewe=-3.73, Synergy_HSA=-6.00. (4) Drug 1: C1CC(=O)NC(=O)C1N2CC3=C(C2=O)C=CC=C3N. Drug 2: CN(CCCl)CCCl.Cl. Cell line: TK-10. Synergy scores: CSS=7.12, Synergy_ZIP=-2.96, Synergy_Bliss=0.923, Synergy_Loewe=-10.4, Synergy_HSA=-0.129.